This data is from Forward reaction prediction with 1.9M reactions from USPTO patents (1976-2016). The task is: Predict the product of the given reaction. (1) The product is: [CH3:1][C:2]1[N:7]=[C:6]([C:8]([N:50]2[C@H:51]([CH2:55][NH:56][C:57]3[CH:62]=[N:61][C:60]([C:63]([F:66])([F:64])[F:65])=[CH:59][N:58]=3)[CH2:52][C@H:53]3[C@H:48]([CH2:54]3)[CH2:49]2)=[O:10])[C:5]([C:11]2[N:16]=[CH:15][CH:14]=[CH:13][N:12]=2)=[CH:4][CH:3]=1. Given the reactants [CH3:1][C:2]1[N:7]=[C:6]([C:8]([OH:10])=O)[C:5]([C:11]2[N:16]=[CH:15][CH:14]=[CH:13][N:12]=2)=[CH:4][CH:3]=1.CCN(C(C)C)C(C)C.CN(C(ON1N=NC2C=CC=CC1=2)=[N+](C)C)C.[B-](F)(F)(F)F.[C@H:48]12[CH2:54][C@H:53]1[CH2:52][C@@H:51]([CH2:55][NH:56][C:57]1[CH:62]=[N:61][C:60]([C:63]([F:66])([F:65])[F:64])=[CH:59][N:58]=1)[NH:50][CH2:49]2.C([O-])(O)=O.[Na+], predict the reaction product. (2) Given the reactants [Cl:1][C:2]1[N:7]=[C:6]([CH:8](O)[CH2:9][CH3:10])[CH:5]=[CH:4][CH:3]=1.C(Br)(Br)(Br)[Br:13].C1(P(C2C=CC=CC=2)C2C=CC=CC=2)C=CC=CC=1, predict the reaction product. The product is: [Br:13][CH:8]([C:6]1[CH:5]=[CH:4][CH:3]=[C:2]([Cl:1])[N:7]=1)[CH2:9][CH3:10]. (3) The product is: [CH3:15][O:16][C:17]([C:11]1[S:10][CH:9]=[CH:8][C:7]=1[C:1]1[CH:2]=[CH:3][CH:4]=[CH:5][CH:6]=1)([O:18][CH3:19])[CH3:23]. Given the reactants [C:1]1([C:7]2[CH:8]=[C:9](C(=O)C)[S:10][CH:11]=2)[CH:6]=[CH:5][CH:4]=[CH:3][CH:2]=1.[CH3:15][O:16][CH:17](OC)[O:18][CH3:19].O.[C:23]1(C)C=CC(S(O)(=O)=O)=CC=1, predict the reaction product. (4) Given the reactants [CH2:1]([C:5]1[S:20][C:8]2[N:9]=[CH:10][N:11]=[C:12]([NH:13][CH:14]3[CH2:19][CH2:18][NH:17][CH2:16][CH2:15]3)[C:7]=2[CH:6]=1)[CH:2]([CH3:4])[CH3:3].CS(O[CH:26]([C:28]1[C:33]([F:34])=[CH:32][CH:31]=[CH:30][C:29]=1[F:35])[CH3:27])(=O)=O, predict the reaction product. The product is: [F:34][C:33]1[CH:32]=[CH:31][CH:30]=[C:29]([F:35])[C:28]=1[CH:26]([N:17]1[CH2:18][CH2:19][CH:14]([NH:13][C:12]2[C:7]3[CH:6]=[C:5]([CH2:1][CH:2]([CH3:4])[CH3:3])[S:20][C:8]=3[N:9]=[CH:10][N:11]=2)[CH2:15][CH2:16]1)[CH3:27]. (5) Given the reactants C[O:2][C:3](=[O:30])[C:4]1[CH:9]=[CH:8][CH:7]=[C:6]([O:10][C:11]2[CH:16]=[CH:15][C:14]([Cl:17])=[CH:13][C:12]=2[NH:18][C:19]2[C:28]3[C:23](=[N:24][C:25]([CH3:29])=[CH:26][CH:27]=3)[N:22]=[CH:21][CH:20]=2)[CH:5]=1.C1COCC1.O.[Li+].[OH-], predict the reaction product. The product is: [Cl:17][C:14]1[CH:15]=[CH:16][C:11]([O:10][C:6]2[CH:5]=[C:4]([CH:9]=[CH:8][CH:7]=2)[C:3]([OH:30])=[O:2])=[C:12]([NH:18][C:19]2[C:28]3[C:23](=[N:24][C:25]([CH3:29])=[CH:26][CH:27]=3)[N:22]=[CH:21][CH:20]=2)[CH:13]=1. (6) Given the reactants [H-].[Na+].[CH3:3][NH:4][C:5]([C:7]1[CH:12]=[CH:11][C:10]([C:13]2[CH:18]=[C:17]([Cl:19])[CH:16]=[C:15]([Cl:20])[C:14]=2[Cl:21])=[C:9]([NH2:22])[N:8]=1)=S.[CH3:23]I.[CH2:25]([NH2:27])[CH3:26], predict the reaction product. The product is: [NH2:22][C:9]1[N:8]=[C:7]([C:5]([NH:27][CH2:25][CH3:26])=[N:4][CH2:3][CH3:23])[CH:12]=[CH:11][C:10]=1[C:13]1[CH:18]=[C:17]([Cl:19])[CH:16]=[C:15]([Cl:20])[C:14]=1[Cl:21]. (7) Given the reactants [Br:1][C:2]1[CH:3]=[C:4]([C:9](=O)[CH3:10])[C:5](Cl)=[N:6][CH:7]=1.[NH2:12][NH2:13], predict the reaction product. The product is: [Br:1][C:2]1[CH:3]=[C:4]2[C:9]([CH3:10])=[N:13][NH:12][C:5]2=[N:6][CH:7]=1.